Dataset: Catalyst prediction with 721,799 reactions and 888 catalyst types from USPTO. Task: Predict which catalyst facilitates the given reaction. (1) Reactant: [C:1](Cl)(=[O:3])[CH3:2].[N+:5]([C:8]1[CH:17]=[C:16]2[C:11]([CH2:12][CH2:13][NH:14][CH2:15]2)=[CH:10][CH:9]=1)([O-:7])=[O:6].C(N(CC)CC)C. Product: [N+:5]([C:8]1[CH:17]=[C:16]2[C:11]([CH2:12][CH2:13][N:14]([C:1](=[O:3])[CH3:2])[CH2:15]2)=[CH:10][CH:9]=1)([O-:7])=[O:6]. The catalyst class is: 20. (2) Product: [CH:33]1([O:1][C:2]2[CH:3]=[C:4]([C:8]3[N:9]=[C:10]([CH2:13][O:14][C:15]4[CH:25]=[CH:24][C:18]([O:19][CH2:20][C:21]([O:23][CH3:27])=[O:22])=[C:17]([CH3:26])[CH:16]=4)[S:11][CH:12]=3)[CH:5]=[CH:6][CH:7]=2)[CH2:37][CH2:36][CH2:35][CH2:34]1. Reactant: [OH:1][C:2]1[CH:3]=[C:4]([C:8]2[N:9]=[C:10]([CH2:13][O:14][C:15]3[CH:25]=[CH:24][C:18]([O:19][CH2:20][C:21]([OH:23])=[O:22])=[C:17]([CH3:26])[CH:16]=3)[S:11][CH:12]=2)[CH:5]=[CH:6][CH:7]=1.[C:27]([O-])([O-])=O.[K+].[K+].[CH:33]1(Br)[CH2:37][CH2:36][CH2:35][CH2:34]1. The catalyst class is: 21. (3) The catalyst class is: 197. Reactant: F[C:2]1[CH:7]=[CH:6][C:5]([N+:8]([O-:10])=[O:9])=[CH:4][CH:3]=1.[OH:11][CH:12]1[CH2:17][CH2:16][N:15]([C:18]([O:20][C:21]([CH3:24])([CH3:23])[CH3:22])=[O:19])[CH2:14][CH2:13]1.CC(C)([O-])C.[K+].O. Product: [N+:8]([C:5]1[CH:6]=[CH:7][C:2]([O:11][CH:12]2[CH2:13][CH2:14][N:15]([C:18]([O:20][C:21]([CH3:24])([CH3:23])[CH3:22])=[O:19])[CH2:16][CH2:17]2)=[CH:3][CH:4]=1)([O-:10])=[O:9]. (4) The catalyst class is: 3. Product: [CH2:1]([N:3]1[CH2:8][C:7]([CH3:9])([CH3:10])[O:6][C:5](=[O:11])[CH:4]1[CH2:12][C:13]([NH:54][CH2:53][C:52]1[CH:55]=[CH:56][CH:57]=[CH:58][C:51]=1[O:50][CH3:49])=[O:15])[CH3:2]. Reactant: [CH2:1]([N:3]1[CH2:8][C:7]([CH3:10])([CH3:9])[O:6][C:5](=[O:11])[CH:4]1[CH2:12][C:13]([OH:15])=O)[CH3:2].C(N(C(C)C)CC)(C)C.CN(C(ON1N=NC2C=CC=NC1=2)=[N+](C)C)C.F[P-](F)(F)(F)(F)F.[CH3:49][O:50][C:51]1[CH:58]=[CH:57][CH:56]=[CH:55][C:52]=1[CH2:53][NH2:54].